From a dataset of Reaction yield outcomes from USPTO patents with 853,638 reactions. Predict the reaction yield, written as a fraction of the theoretical maximum amount of product (1.0 means a 100% yield; for example, 0.34 means a 34% yield). (1) The reactants are [CH2:1]1[O:9][C:8]2[CH:7]=[CH:6][C:5]([C:10]3[C:19]4[C:14](=[CH:15][C:16]5[O:22][CH2:21][O:20][C:17]=5[CH:18]=4)[C:13](=[O:23])[NH:12][N:11]=3)=[CH:4][C:3]=2[O:2]1.Br.Br[CH2:26][CH2:27][N:28]1[CH:32]=[CH:31][N:30]=[CH:29]1.C([O-])([O-])=O.[K+].[K+].Cl. The catalyst is CN(C=O)C.CCOC(C)=O. The product is [N:28]1([CH2:27][CH2:26][N:12]2[N:11]=[C:10]([C:5]3[CH:6]=[CH:7][C:8]4[O:9][CH2:1][O:2][C:3]=4[CH:4]=3)[C:19]3[C:14](=[CH:15][C:16]4[O:22][CH2:21][O:20][C:17]=4[CH:18]=3)[C:13]2=[O:23])[CH:32]=[CH:31][N:30]=[CH:29]1. The yield is 0.160. (2) The reactants are [NH2:1][C:2]1[CH:3]=[N:4][CH:5]=[C:6](Br)[CH:7]=1.[F:9][C:10]1[CH:11]=[C:12](B(O)O)[CH:13]=[CH:14][CH:15]=1.P([O-])([O-])([O-])=O.[K+].[K+].[K+].O. The catalyst is C1C=CC([P]([Pd]([P](C2C=CC=CC=2)(C2C=CC=CC=2)C2C=CC=CC=2)([P](C2C=CC=CC=2)(C2C=CC=CC=2)C2C=CC=CC=2)[P](C2C=CC=CC=2)(C2C=CC=CC=2)C2C=CC=CC=2)(C2C=CC=CC=2)C2C=CC=CC=2)=CC=1.CN(C=O)C. The product is [F:9][C:10]1[CH:15]=[C:14]([C:6]2[CH:7]=[C:2]([NH2:1])[CH:3]=[N:4][CH:5]=2)[CH:13]=[CH:12][CH:11]=1. The yield is 0.830. (3) The reactants are Cl[CH2:2][C:3]([NH:5][C:6]1[C:19]2[C:18](=[O:20])[C:17]3[C:12](=[CH:13][CH:14]=[CH:15][C:16]=3[NH:21][C:22](=[O:25])[CH2:23]Cl)[C:11](=[O:26])[C:10]=2[CH:9]=[CH:8][CH:7]=1)=[O:4].[N:27]1[CH:32]=[CH:31]C=[CH:29][CH:28]=1.[CH2:33]([NH:35][CH2:36][CH3:37])[CH3:34]. The catalyst is CN(C)C=O. The product is [CH2:32]([N:27]([CH2:28][CH3:29])[CH2:2][C:3]([NH:5][C:6]1[C:19]2[C:18](=[O:20])[C:17]3[C:12](=[CH:13][CH:14]=[CH:15][C:16]=3[NH:21][C:22](=[O:25])[CH2:23][N:35]([CH2:36][CH3:37])[CH2:33][CH3:34])[C:11](=[O:26])[C:10]=2[CH:9]=[CH:8][CH:7]=1)=[O:4])[CH3:31]. The yield is 0.700. (4) The reactants are [Cl:1][C:2]1[CH:3]=[C:4]([NH2:19])[CH:5]=[CH:6][C:7]=1[S:8][C:9]1[CH:18]=[CH:17][C:16]2[C:11](=[CH:12][CH:13]=[CH:14][CH:15]=2)[CH:10]=1.N1C=CC=CC=1.[Cl:26][C:27]1[CH:32]=[C:31]([C:33]([F:36])([F:35])[F:34])[CH:30]=[CH:29][C:28]=1[S:37](Cl)(=[O:39])=[O:38]. The catalyst is C1COCC1. The product is [Cl:26][C:27]1[CH:32]=[C:31]([C:33]([F:35])([F:34])[F:36])[CH:30]=[CH:29][C:28]=1[S:37]([NH:19][C:4]1[CH:5]=[CH:6][C:7]([S:8][C:9]2[CH:18]=[CH:17][C:16]3[C:11](=[CH:12][CH:13]=[CH:14][CH:15]=3)[CH:10]=2)=[C:2]([Cl:1])[CH:3]=1)(=[O:39])=[O:38]. The yield is 0.900.